Task: Predict the reactants needed to synthesize the given product.. Dataset: Full USPTO retrosynthesis dataset with 1.9M reactions from patents (1976-2016) (1) Given the product [CH:24](=[C:15]1[CH2:14][CH2:13][CH2:12][C:11]2[CH:18]=[C:7]([N:6]3[CH2:5][C@H:4]([CH2:19][NH:20][C:21](=[O:23])[CH3:22])[O:3][C:2]3=[O:1])[CH:8]=[CH:9][C:10]=2[C:16]1=[O:17])[C:25]1[CH:30]=[CH:29][CH:28]=[CH:27][CH:26]=1, predict the reactants needed to synthesize it. The reactants are: [O:1]=[C:2]1[N:6]([C:7]2[CH:8]=[CH:9][C:10]3[C:16](=[O:17])[CH2:15][CH2:14][CH2:13][CH2:12][C:11]=3[CH:18]=2)[CH2:5][C@H:4]([CH2:19][NH:20][C:21](=[O:23])[CH3:22])[O:3]1.[CH:24](=O)[C:25]1[CH:30]=[CH:29][CH:28]=[CH:27][CH:26]=1.N1CCCCC1. (2) Given the product [F:22][C:23]1([F:30])[CH2:28][CH2:27][CH:26]([NH:29][C:13]([C:14]2[C:15]([NH:16][C:11]([C:1]3[C:10]4[C:5](=[CH:6][CH:7]=[CH:8][CH:9]=4)[CH:4]=[CH:3][CH:2]=3)=[O:12])=[CH:17][CH:18]=[CH:19][N:20]=2)=[O:21])[CH2:25][CH2:24]1, predict the reactants needed to synthesize it. The reactants are: [C:1]1([C:11]2[O:12][C:13](=[O:21])[C:14]3[N:20]=[CH:19][CH:18]=[CH:17][C:15]=3[N:16]=2)[C:10]2[C:5](=[CH:6][CH:7]=[CH:8][CH:9]=2)[CH:4]=[CH:3][CH:2]=1.[F:22][C:23]1([F:30])[CH2:28][CH2:27][CH:26]([NH2:29])[CH2:25][CH2:24]1. (3) Given the product [C:1]([O:5][C:6]([NH:8][C@@H:9]1[CH2:14][CH2:13][CH2:12][N:11]([C:26]([S:27][CH3:28])=[C:18]([C:16]#[N:17])[C:19]([O:21][C:22]([CH3:23])([CH3:24])[CH3:25])=[O:20])[CH2:10]1)=[O:7])([CH3:2])([CH3:3])[CH3:4], predict the reactants needed to synthesize it. The reactants are: [C:1]([O:5][C:6]([NH:8][C@:9]1(C)[CH2:14][CH2:13][CH2:12][NH:11][CH2:10]1)=[O:7])([CH3:4])([CH3:3])[CH3:2].[C:16]([C:18](=[C:26](SC)[S:27][CH3:28])[C:19]([O:21][C:22]([CH3:25])([CH3:24])[CH3:23])=[O:20])#[N:17]. (4) Given the product [C:11]([C:6]1[CH:7]=[CH:8][CH:9]=[CH:10][C:5]=1[NH:4][CH2:3][CH2:2][N:14]([CH3:15])[CH3:13])#[CH:12], predict the reactants needed to synthesize it. The reactants are: Cl[CH2:2][CH2:3][NH:4][C:5]1[CH:10]=[CH:9][CH:8]=[CH:7][C:6]=1[C:11]#[CH:12].[CH3:13][NH:14][CH3:15].C1COCC1.[I-].[Na+].C(=O)([O-])[O-].[Na+].[Na+]. (5) Given the product [CH2:27]([O:29][C:30](=[O:42])[C:31]([O:34][C:35]1[CH:40]=[CH:39][C:38]([O:15][CH2:14][CH2:13][C:11]2[N:12]=[C:8]([C:4]3[CH:5]=[CH:6][CH:7]=[C:2]([Br:1])[CH:3]=3)[O:9][C:10]=2[CH3:26])=[CH:37][CH:36]=1)([CH3:33])[CH3:32])[CH3:28], predict the reactants needed to synthesize it. The reactants are: [Br:1][C:2]1[CH:3]=[C:4]([C:8]2[O:9][C:10]([CH3:26])=[C:11]([CH2:13][CH2:14][O:15]S(C3C=CC(C)=CC=3)(=O)=O)[N:12]=2)[CH:5]=[CH:6][CH:7]=1.[CH2:27]([O:29][C:30](=[O:42])[C:31]([O:34][C:35]1[CH:40]=[CH:39][C:38](O)=[CH:37][CH:36]=1)([CH3:33])[CH3:32])[CH3:28].C([O-])([O-])=O.[Cs+].[Cs+].